This data is from Peptide-MHC class II binding affinity with 134,281 pairs from IEDB. The task is: Regression. Given a peptide amino acid sequence and an MHC pseudo amino acid sequence, predict their binding affinity value. This is MHC class II binding data. The peptide sequence is YDKWLANVSTVLTGK. The MHC is DRB1_0701 with pseudo-sequence DRB1_0701. The binding affinity (normalized) is 0.778.